Task: Predict the product of the given reaction.. Dataset: Forward reaction prediction with 1.9M reactions from USPTO patents (1976-2016) (1) The product is: [C:1]([O:5][C:6]([N:8]1[CH2:13][CH2:12][CH:11]([C:14]2[CH:19]=[CH:18][CH:17]=[C:16]([NH2:20])[CH:15]=2)[CH2:10][CH2:9]1)=[O:7])([CH3:4])([CH3:2])[CH3:3]. Given the reactants [C:1]([O:5][C:6]([N:8]1[CH2:13][CH:12]=[C:11]([C:14]2[CH:19]=[CH:18][CH:17]=[C:16]([N+:20]([O-])=O)[CH:15]=2)[CH2:10][CH2:9]1)=[O:7])([CH3:4])([CH3:3])[CH3:2].C(OCC)C, predict the reaction product. (2) Given the reactants [CH:1]([N:4]1[CH:8]=[N:7][N:6]=[C:5]1[C:9]1[S:10][C:11]2[CH2:12][CH2:13][O:14][C:15]3[CH:22]=[C:21]([CH:23]=O)[CH:20]=[CH:19][C:16]=3[C:17]=2[N:18]=1)([CH3:3])[CH3:2].[CH3:25][O:26][CH2:27][CH2:28][NH2:29], predict the reaction product. The product is: [CH:1]([N:4]1[CH:8]=[N:7][N:6]=[C:5]1[C:9]1[S:10][C:11]2[CH2:12][CH2:13][O:14][C:15]3[CH:22]=[C:21]([CH2:23][NH:29][CH2:28][CH2:27][O:26][CH3:25])[CH:20]=[CH:19][C:16]=3[C:17]=2[N:18]=1)([CH3:3])[CH3:2]. (3) Given the reactants [Cl:1][C:2]1[CH:3]=[CH:4][C:5]2[NH:11][C:10](=[O:12])[C@@H:9]([CH2:13][C:14]([OH:16])=[O:15])[S:8][C@H:7]([C:17]3[CH:22]=[CH:21][CH:20]=[C:19]([O:23][CH3:24])[C:18]=3[CH3:25])[C:6]=2[CH:26]=1.I[CH:28]([CH3:30])[CH3:29].C(=O)([O-])[O-].[K+].[K+], predict the reaction product. The product is: [Cl:1][C:2]1[CH:3]=[CH:4][C:5]2[NH:11][C:10](=[O:12])[C@@H:9]([CH2:13][C:14]([O:16][CH:28]([CH3:30])[CH3:29])=[O:15])[S:8][C@H:7]([C:17]3[CH:22]=[CH:21][CH:20]=[C:19]([O:23][CH3:24])[C:18]=3[CH3:25])[C:6]=2[CH:26]=1. (4) Given the reactants CC(N(C)C)=O.[Br:7][C:8]1[N:9]=[C:10]([S:17][CH3:18])[C:11]2[N:12]([CH:14]=[CH:15][N:16]=2)[CH:13]=1.C1C(=O)N([I:26])C(=O)C1.O, predict the reaction product. The product is: [Br:7][C:8]1[N:9]=[C:10]([S:17][CH3:18])[C:11]2[N:12]([C:14]([I:26])=[CH:15][N:16]=2)[CH:13]=1.